From a dataset of KCNQ2 potassium channel screen with 302,405 compounds. Binary Classification. Given a drug SMILES string, predict its activity (active/inactive) in a high-throughput screening assay against a specified biological target. (1) The result is 0 (inactive). The drug is Clc1c(NC(=O)c2c(nn(c2)CCC#N)c2ccc(F)cc2)cccc1. (2) The molecule is S(C=1NC=2CC(CC(=O)C2C(C1C#N)c1ccc(OC)cc1)(C)C)CC(=O)Nc1ccc(cc1)C. The result is 0 (inactive). (3) The result is 0 (inactive). The molecule is O=C(NC(C(C)C)C(=O)Nc1cc(CC)ccc1)C1CCCCC1. (4) The molecule is O=C1N(NC(=O)c2ccncc2)C(=O)C2C1C(C=CC2c1ccccc1)c1ccccc1. The result is 1 (active). (5) The compound is s1c2nc3c(CN(CC3)C)c(c2c(N)c1C(=O)Nc1cc(ccc1)C)c1sccc1. The result is 0 (inactive). (6) The molecule is O(c1c(OC)cccc1OC)C(=O)c1nccnc1. The result is 0 (inactive). (7) The compound is Clc1ccc(CSc2n(CCC(C)C)c3c(n(c(=O)[nH]c3=O)C)n2)cc1. The result is 0 (inactive).